Dataset: Peptide-MHC class II binding affinity with 134,281 pairs from IEDB. Task: Regression. Given a peptide amino acid sequence and an MHC pseudo amino acid sequence, predict their binding affinity value. This is MHC class II binding data. (1) The peptide sequence is ELKYFAATQFEPLAA. The MHC is DRB1_1602 with pseudo-sequence DRB1_1602. The binding affinity (normalized) is 0.546. (2) The peptide sequence is RTGQIFKQTYSKFDT. The MHC is DRB1_1501 with pseudo-sequence DRB1_1501. The binding affinity (normalized) is 0.534. (3) The peptide sequence is CVPKVTFTVEKGSNE. The MHC is DRB4_0101 with pseudo-sequence DRB4_0103. The binding affinity (normalized) is 0.179.